Dataset: Catalyst prediction with 721,799 reactions and 888 catalyst types from USPTO. Task: Predict which catalyst facilitates the given reaction. (1) Reactant: B(Br)(Br)Br.[NH2:5][C:6]1[C:15]2[N:16]=[C:17]([CH2:28][O:29]CC)[N:18]([CH2:19][CH2:20][CH2:21][CH2:22][NH:23][S:24]([CH3:27])(=[O:26])=[O:25])[C:14]=2[C:13]2[CH:12]=[CH:11][CH:10]=[CH:9][C:8]=2[N:7]=1. Product: [NH2:5][C:6]1[C:15]2[N:16]=[C:17]([CH2:28][OH:29])[N:18]([CH2:19][CH2:20][CH2:21][CH2:22][NH:23][S:24]([CH3:27])(=[O:26])=[O:25])[C:14]=2[C:13]2[CH:12]=[CH:11][CH:10]=[CH:9][C:8]=2[N:7]=1. The catalyst class is: 4. (2) Reactant: [F:1][CH:2]([F:5])[CH2:3]Cl.[C:6]1(=[O:16])[NH:10][C:9](=[O:11])[C:8]2=[CH:12][CH:13]=[CH:14][CH:15]=[C:7]12.C(=O)([O-])[O-].[K+].[K+]. Product: [F:1][CH:2]([F:5])[CH2:3][N:10]1[C:6](=[O:16])[C:7]2[C:8](=[CH:12][CH:13]=[CH:14][CH:15]=2)[C:9]1=[O:11]. The catalyst class is: 9. (3) Reactant: [CH3:1][N:2]1[C:6]([C:7]2[S:8][C:9]3[N:10]=[CH:11][N:12]=[C:13]([SH:16])[C:14]=3[N:15]=2)=[C:5]([C:17]2[CH:22]=[CH:21][CH:20]=[CH:19][CH:18]=2)[N:4]=[CH:3]1.[CH3:23]I. Product: [CH3:1][N:2]1[C:6]([C:7]2[S:8][C:9]3[N:10]=[CH:11][N:12]=[C:13]([S:16][CH3:23])[C:14]=3[N:15]=2)=[C:5]([C:17]2[CH:18]=[CH:19][CH:20]=[CH:21][CH:22]=2)[N:4]=[CH:3]1. The catalyst class is: 74. (4) Reactant: P(Cl)(Cl)(Cl)=O.[CH3:6][O:7][C:8]1[CH:13]=[CH:12][C:11]([CH2:14][CH2:15][NH:16][C:17](=O)[CH3:18])=[CH:10][CH:9]=1. Product: [CH3:6][O:7][C:8]1[CH:13]=[C:12]2[C:11]([CH2:14][CH2:15][N:16]=[C:17]2[CH3:18])=[CH:10][CH:9]=1. The catalyst class is: 10. (5) Product: [CH3:50][O:51][C:52](=[O:78])[C@@H:53]([NH:62][C:63]1[CH:68]=[CH:67][CH:66]=[CH:65][C:64]=1[C:39](=[O:40])[C:32]1[CH:33]=[CH:34][CH:35]=[CH:36][CH:37]=1)[CH2:54][C:55]1[CH:56]=[CH:57][C:58]([O:18][CH2:17][CH2:16][N:6]2[C:7]3[CH:15]=[CH:14][CH:13]=[CH:12][C:8]=3[CH2:9][CH2:10][C:11]3[CH:1]=[CH:2][CH:3]=[CH:4][C:5]2=3)=[CH:59][CH:60]=1. Reactant: [CH:1]1[C:11]2[CH2:10][CH2:9][C:8]3[CH:12]=[CH:13][CH:14]=[CH:15][C:7]=3[N:6]([CH2:16][CH2:17][OH:18])[C:5]=2[CH:4]=[CH:3][CH:2]=1.[C:32]1(P([C:32]2[CH:37]=[CH:36][CH:35]=[CH:34][CH:33]=2)[C:32]2[CH:37]=[CH:36][CH:35]=[CH:34][CH:33]=2)[CH:37]=[CH:36][CH:35]=[CH:34][CH:33]=1.C[CH2:39][O:40]C(/N=N/C(OCC)=O)=O.[CH3:50][O:51][C:52](=[O:78])[C@@H:53]([NH:62][C:63]1[CH:68]=[CH:67][CH:66]=[CH:65][C:64]=1OC(=O)C1C=CC=CC=1)[CH2:54][C:55]1[CH:60]=[CH:59][C:58](O)=[CH:57][CH:56]=1. The catalyst class is: 20. (6) Reactant: [F:1][C:2]1[CH:10]=[CH:9][C:8]([OH:11])=[CH:7][C:3]=1[C:4]([OH:6])=[O:5].[H-].[Na+].[CH2:14](Br)[C:15]1[CH:20]=[CH:19][CH:18]=[CH:17][CH:16]=1. Product: [CH2:14]([O:11][C:8]1[CH:9]=[CH:10][C:2]([F:1])=[C:3]([CH:7]=1)[C:4]([OH:6])=[O:5])[C:15]1[CH:20]=[CH:19][CH:18]=[CH:17][CH:16]=1. The catalyst class is: 3.